This data is from Forward reaction prediction with 1.9M reactions from USPTO patents (1976-2016). The task is: Predict the product of the given reaction. (1) Given the reactants [NH2:1][C:2]1[CH:9]=[CH:8][C:7]([C:10]([F:13])([F:12])[F:11])=[CH:6][C:3]=1[C:4]#[N:5].[CH3:14][O:15][C:16]1[CH:23]=[CH:22][C:19]([CH2:20][NH2:21])=[CH:18][CH:17]=1.C[Si](C)(C)CC[O:28][C:29](=[O:44])[CH2:30][CH2:31][C:32]([C:34]1[C:42]2[C:37](=[CH:38][CH:39]=[C:40]([Cl:43])[CH:41]=2)[NH:36][CH:35]=1)=[O:33].[CH3:47]CCC[N+](CCCC)(CCCC)CCCC.[F-].Cl, predict the reaction product. The product is: [Cl:43][C:40]1[CH:41]=[C:42]2[C:37](=[CH:38][CH:39]=1)[N:36]([C:47]1[N:5]=[C:4]([NH:21][CH2:20][C:19]3[CH:22]=[CH:23][C:16]([O:15][CH3:14])=[CH:17][CH:18]=3)[C:3]3[C:2](=[CH:9][CH:8]=[C:7]([C:10]([F:11])([F:12])[F:13])[CH:6]=3)[N:1]=1)[CH:35]=[C:34]2[C:32](=[O:33])[CH2:31][CH2:30][C:29]([OH:28])=[O:44]. (2) Given the reactants [CH:1]1([B-](F)(F)F)[CH2:3][CH2:2]1.[K+].C(=O)([O-])[O-].[Cs+].[Cs+].Br[C:16]1[CH:17]=[CH:18][C:19]([C:28]([OH:30])=[O:29])=[N:20][C:21]=1[O:22][CH2:23][C:24]([F:27])([F:26])[F:25], predict the reaction product. The product is: [CH:1]1([C:16]2[CH:17]=[CH:18][C:19]([C:28]([OH:30])=[O:29])=[N:20][C:21]=2[O:22][CH2:23][C:24]([F:26])([F:27])[F:25])[CH2:3][CH2:2]1. (3) Given the reactants [Cl:1][C:2]1[CH:3]=[CH:4][C:5]([F:25])=[C:6]([C:8]2[CH:9]=[C:10]([NH:14][C@H:15]([C:19]3[CH:24]=[CH:23][CH:22]=[CH:21][CH:20]=3)[C:16](O)=[O:17])[CH:11]=[N:12][CH:13]=2)[CH:7]=1.CN(C(ON1N=NC2C=CC=NC1=2)=[N+](C)C)C.F[P-](F)(F)(F)(F)F.C(N(CC)C(C)C)(C)C.[CH3:59][S:60]([NH2:63])(=[O:62])=[O:61], predict the reaction product. The product is: [Cl:1][C:2]1[CH:3]=[CH:4][C:5]([F:25])=[C:6]([C:8]2[CH:9]=[C:10]([NH:14][CH:15]([C:19]3[CH:24]=[CH:23][CH:22]=[CH:21][CH:20]=3)[C:16]([NH:63][S:60]([CH3:59])(=[O:62])=[O:61])=[O:17])[CH:11]=[N:12][CH:13]=2)[CH:7]=1. (4) Given the reactants [N:1]1[CH:6]=[CH:5][CH:4]=[CH:3][C:2]=1[CH2:7][O:8][C:9]1[N:14]=[C:13]2[CH2:15][CH2:16][CH2:17][C:12]2=[C:11](O)[CH:10]=1.C(Cl)[Cl:20].[N:22]([C:37]1[CH:42]=[CH:41][CH:40]=[CH:39][CH:38]=1)(S(C(F)(F)F)(=O)=O)S(C(F)(F)F)(=O)=O.CC[N:45](CC)CC, predict the reaction product. The product is: [ClH:20].[N:1]1[CH:6]=[CH:5][CH:4]=[CH:3][C:2]=1[CH2:7][O:8][C:9]1[N:14]=[C:13]2[CH2:15][CH2:16][CH2:17][C:12]2=[C:11]([C:41]2[CH:40]=[CH:39][C:38]([C:37]#[N:22])=[N:45][CH:42]=2)[CH:10]=1. (5) Given the reactants [Cl:1][C:2]1[CH:7]=[CH:6][CH:5]=[C:4]([C:8]([CH3:11])=[CH:9][CH3:10])[C:3]=1[O:12][CH3:13].[F:14][C:15]([F:22])([F:21])[C:16](=[O:20])[C:17]([O-:19])=[O:18].Cl[CH:24](Cl)[CH3:25], predict the reaction product. The product is: [CH2:24]([O:18][C:17](=[O:19])[C:16]([OH:20])([C:15]([F:22])([F:21])[F:14])[CH:9]([CH3:10])[C:8]([C:4]1[CH:5]=[CH:6][CH:7]=[C:2]([Cl:1])[C:3]=1[O:12][CH3:13])=[CH2:11])[CH3:25]. (6) Given the reactants Cl.[CH2:2]([N:4](CC)CC)C.[N-:9]=[N+:10]=[N-:11].[Na+].[CH2:13]([C:17]1[N:21]([CH2:22][C:23]2[CH:28]=[CH:27][C:26]([C:29]3[CH:34]=[CH:33][CH:32]=[CH:31][C:30]=3C#N)=[CH:25][CH:24]=2)[C:20](=[O:37])[C:19]2([CH2:41][CH2:40][CH2:39][CH2:38]2)[N:18]=1)[CH2:14][CH2:15][CH3:16].[OH-].[Na+], predict the reaction product. The product is: [CH2:13]([C:17]1[N:21]([CH2:22][C:23]2[CH:24]=[CH:25][C:26]([C:29]3[CH:34]=[CH:33][CH:32]=[CH:31][CH:30]=3)=[C:27]([C:2]3[NH:4][N:11]=[N:10][N:9]=3)[CH:28]=2)[C:20](=[O:37])[C:19]2([CH2:41][CH2:40][CH2:39][CH2:38]2)[N:18]=1)[CH2:14][CH2:15][CH3:16].